From a dataset of Reaction yield outcomes from USPTO patents with 853,638 reactions. Predict the reaction yield, written as a fraction of the theoretical maximum amount of product (1.0 means a 100% yield; for example, 0.34 means a 34% yield). (1) The reactants are [CH3:1][C:2]1[C:6]2[CH:7]=[CH:8][CH:9]=[CH:10][C:5]=2[O:4][C:3]=1[CH:11]([NH:20][C:21]1[CH:29]=[CH:28][C:24]([C:25](O)=[O:26])=[CH:23][CH:22]=1)[CH2:12][O:13][C:14]1[CH:19]=[CH:18][CH:17]=[CH:16][CH:15]=1.[CH3:30][NH:31][CH2:32][CH2:33][C:34]([O:36][CH2:37][CH3:38])=[O:35].O.ON1C2C=CC=CC=2N=N1.Cl. The catalyst is CN(C)C=O.C(N(CC)CC)C. The product is [CH3:30][N:31]([C:25]([C:24]1[CH:28]=[CH:29][C:21]([NH:20][CH:11]([C:3]2[O:4][C:5]3[CH:10]=[CH:9][CH:8]=[CH:7][C:6]=3[C:2]=2[CH3:1])[CH2:12][O:13][C:14]2[CH:19]=[CH:18][CH:17]=[CH:16][CH:15]=2)=[CH:22][CH:23]=1)=[O:26])[CH2:32][CH2:33][C:34]([O:36][CH2:37][CH3:38])=[O:35]. The yield is 0.640. (2) The reactants are C(O)C.[CH2:4]([C:6]1([C:9]2[CH:16]=[CH:15][C:12]([CH:13]=[O:14])=[CH:11][CH:10]=2)[CH2:8][CH2:7]1)[CH3:5].[BH4-].[K+]. The catalyst is O. The product is [CH2:4]([C:6]1([C:9]2[CH:10]=[CH:11][C:12]([CH2:13][OH:14])=[CH:15][CH:16]=2)[CH2:7][CH2:8]1)[CH3:5]. The yield is 0.960. (3) The reactants are Cl.[CH3:2][O:3][C:4](=[O:15])[C@H:5]([CH3:14])[NH:6][CH2:7][C:8]1[CH:13]=[CH:12][CH:11]=[CH:10][CH:9]=1.Cl[CH2:17][C:18](=[O:20])[CH3:19].C(=O)([O-])O.[Na+]. The catalyst is O1CCOCC1.O. The yield is 0.500. The product is [CH3:2][O:3][C:4](=[O:15])[C@@H:5]([N:6]([CH2:7][C:8]1[CH:13]=[CH:12][CH:11]=[CH:10][CH:9]=1)[CH2:17][C:18](=[O:20])[CH3:19])[CH3:14]. (4) The product is [F:40][CH:2]([F:1])[C:3]1[N:7]([C:8]2[N:13]=[C:12]([N:14]3[CH2:19][CH2:18][O:17][CH2:16][CH2:15]3)[N:11]=[C:10]([C:20]3[CH:21]=[CH:22][C:23]([NH2:26])=[CH:24][CH:25]=3)[N:9]=2)[C:6]2[CH:34]=[CH:35][CH:36]=[C:37]([O:38][CH3:39])[C:5]=2[N:4]=1. The yield is 0.880. The catalyst is C(Cl)Cl. The reactants are [F:1][CH:2]([F:40])[C:3]1[N:7]([C:8]2[N:13]=[C:12]([N:14]3[CH2:19][CH2:18][O:17][CH2:16][CH2:15]3)[N:11]=[C:10]([C:20]3[CH:25]=[CH:24][C:23]([NH:26]C(=O)OC(C)(C)C)=[CH:22][CH:21]=3)[N:9]=2)[C:6]2[CH:34]=[CH:35][CH:36]=[C:37]([O:38][CH3:39])[C:5]=2[N:4]=1.C(O)(C(F)(F)F)=O.N. (5) The reactants are [CH:1]([C@H:14]1[CH2:19][CH:18]=[CH:17][CH2:16][O:15]1)([C:8]1[CH:13]=[CH:12][CH:11]=[CH:10][CH:9]=1)[C:2]1[CH:7]=[CH:6][CH:5]=[CH:4][CH:3]=1.C1C=C(Cl)C=C(C(OO)=[O:28])C=1. No catalyst specified. The product is [CH:1]([C@H:14]1[CH2:19][C@H:18]2[C@H:17]([O:28]2)[CH2:16][O:15]1)([C:8]1[CH:9]=[CH:10][CH:11]=[CH:12][CH:13]=1)[C:2]1[CH:7]=[CH:6][CH:5]=[CH:4][CH:3]=1.[CH:1]([C@H:14]1[CH2:19][C@@H:18]2[C@@H:17]([O:28]2)[CH2:16][O:15]1)([C:8]1[CH:9]=[CH:10][CH:11]=[CH:12][CH:13]=1)[C:2]1[CH:7]=[CH:6][CH:5]=[CH:4][CH:3]=1. The yield is 0.520. (6) The reactants are C(OC(N1C[CH2:12][N:11]([C:14]2[C:15](=[O:33])[N:16]([CH2:29][CH:30]([CH3:32])[CH3:31])[N:17]=[C:18]([C:21]3[CH:26]=[CH:25][C:24](C)=[C:23](F)[CH:22]=3)[C:19]=2[CH3:20])[CH2:10]C1)=O)(C)(C)C.C1(CN2C(=O)C(C[O:46][S:47]([CH3:50])(=O)=[O:48])=CC(C3C=CC(S(C)(=O)=O)=CC=3)=N2)CC1.CNC. No catalyst specified. The product is [CH:30]1([CH2:29][N:16]2[C:15](=[O:33])[C:14]([N:11]([CH3:10])[CH3:12])=[C:19]([CH3:20])[C:18]([C:21]3[CH:22]=[CH:23][C:24]([S:47]([CH3:50])(=[O:48])=[O:46])=[CH:25][CH:26]=3)=[N:17]2)[CH2:31][CH2:32]1. The yield is 0.656. (7) The reactants are C([O:3][C:4]([C:6]1[C:7]([C:11]2[CH:16]=[CH:15][C:14]([F:17])=[CH:13][CH:12]=2)=[N:8][O:9][CH:10]=1)=[O:5])C.[OH-].[Na+].Cl. The catalyst is C(O)C. The product is [F:17][C:14]1[CH:13]=[CH:12][C:11]([C:7]2[C:6]([C:4]([OH:5])=[O:3])=[CH:10][O:9][N:8]=2)=[CH:16][CH:15]=1. The yield is 0.940. (8) The reactants are [F:1][C:2]1[CH:17]=[CH:16][C:5]([O:6][C:7]2[CH:8]=[C:9]([N+:13]([O-])=O)[CH:10]=[CH:11][CH:12]=2)=[CH:4][CH:3]=1. The catalyst is C(O)C.[Pd]. The product is [F:1][C:2]1[CH:17]=[CH:16][C:5]([O:6][C:7]2[CH:8]=[C:9]([CH:10]=[CH:11][CH:12]=2)[NH2:13])=[CH:4][CH:3]=1. The yield is 0.900.